From a dataset of Forward reaction prediction with 1.9M reactions from USPTO patents (1976-2016). Predict the product of the given reaction. (1) Given the reactants II.C([Mg]Br)(C)C.[Li]CCCC.[C:13]([O:17][C:18](=[O:42])[C:19]1[CH:24]=[C:23]([O:25][CH2:26][C:27]2[CH:32]=[CH:31][CH:30]=[CH:29][CH:28]=2)[C:22](Br)=[C:21]([O:34][CH2:35][C:36]2[CH:41]=[CH:40][CH:39]=[CH:38][CH:37]=2)[CH:20]=1)([CH3:16])([CH3:15])[CH3:14].C([Cu])#N.[Li+].[Cl-].Br[CH2:49][C:50]([CH3:52])=[CH2:51], predict the reaction product. The product is: [C:13]([O:17][C:18](=[O:42])[C:19]1[CH:24]=[C:23]([O:25][CH2:26][C:27]2[CH:32]=[CH:31][CH:30]=[CH:29][CH:28]=2)[C:22]([CH2:51][C:50]([CH3:52])=[CH2:49])=[C:21]([O:34][CH2:35][C:36]2[CH:41]=[CH:40][CH:39]=[CH:38][CH:37]=2)[CH:20]=1)([CH3:16])([CH3:15])[CH3:14]. (2) Given the reactants [OH:1][CH:2]1[CH2:7][CH2:6][CH2:5][C:4](=O)[C:3]1([CH3:10])[CH3:9].Cl.[NH2:12][OH:13].C(=O)([O-])[O-].[Na+].[Na+], predict the reaction product. The product is: [OH:1][CH:2]1[CH2:7][CH2:6][CH2:5][C:4](=[N:12][OH:13])[C:3]1([CH3:10])[CH3:9]. (3) Given the reactants [C:1]([O:9][CH:10]([CH3:20])[C@H:11]1[O:17][CH:14]([O:15][CH3:16])[C@H:13]([OH:18])[C@@H:12]1[OH:19])(=[O:8])[C:2]1[CH:7]=[CH:6][CH:5]=[CH:4][CH:3]=1.[C:21](Cl)([C:23]1[CH:28]=[CH:27][CH:26]=[CH:25][CH:24]=1)=[O:22].CC(=O)[O:32][CH2:33][CH3:34], predict the reaction product. The product is: [CH3:16][O:15][CH:14]1[O:17][C@H:11]([CH:10]([CH3:20])[O:9][C:1](=[O:8])[C:2]2[CH:3]=[CH:4][CH:5]=[CH:6][CH:7]=2)[C@@:12]([C:21](=[O:22])[C:23]2[CH:28]=[CH:27][CH:26]=[CH:25][CH:24]=2)([OH:19])[C@@:13]1([C:33](=[O:32])[C:34]1[CH:6]=[CH:7][CH:2]=[CH:3][CH:4]=1)[OH:18]. (4) Given the reactants [H-].[Na+].[Cl:3][C:4]1[CH:12]=[C:11]2[C:7]([C:8]([CH2:20][CH:21]([CH3:23])[CH3:22])=[CH:9][N:10]2[C:13]2[S:14][CH:15]=[C:16]([C:18]#[N:19])[N:17]=2)=[CH:6][CH:5]=1.[CH3:24][OH:25], predict the reaction product. The product is: [ClH:3].[Cl:3][C:4]1[CH:12]=[C:11]2[C:7]([C:8]([CH2:20][CH:21]([CH3:23])[CH3:22])=[CH:9][N:10]2[C:13]2[S:14][CH:15]=[C:16]([C:18](=[NH:19])[O:25][CH3:24])[N:17]=2)=[CH:6][CH:5]=1. (5) Given the reactants [CH2:1]([N:8]1[C:16]2[C:11](=[CH:12][C:13]([C:17]([O:19][CH3:20])=[O:18])=[CH:14][CH:15]=2)[C:10](Br)=[N:9]1)[C:2]1[CH:7]=[CH:6][CH:5]=[CH:4][CH:3]=1.[C:22](=O)([O-])[O-].[Cs+].[Cs+].C1(C)C=CC=CC=1, predict the reaction product. The product is: [CH2:1]([N:8]1[C:16]2[C:11](=[CH:12][C:13]([C:17]([O:19][CH3:20])=[O:18])=[CH:14][CH:15]=2)[C:10]([CH3:22])=[N:9]1)[C:2]1[CH:7]=[CH:6][CH:5]=[CH:4][CH:3]=1. (6) The product is: [CH2:1]([O:8][C:9]1[C:10]2[N:11]([N:15]=[C:16]([NH:18][C:20]3[CH:25]=[CH:24][C:23]([N:26]4[CH:30]=[C:29]([CH3:31])[N:28]=[CH:27]4)=[C:22]([O:32][CH3:33])[CH:21]=3)[N:17]=2)[CH:12]=[CH:13][CH:14]=1)[C:2]1[CH:7]=[CH:6][CH:5]=[CH:4][CH:3]=1. Given the reactants [CH2:1]([O:8][C:9]1[C:10]2[N:11]([N:15]=[C:16]([NH2:18])[N:17]=2)[CH:12]=[CH:13][CH:14]=1)[C:2]1[CH:7]=[CH:6][CH:5]=[CH:4][CH:3]=1.Br[C:20]1[CH:25]=[CH:24][C:23]([N:26]2[CH:30]=[C:29]([CH3:31])[N:28]=[CH:27]2)=[C:22]([O:32][CH3:33])[CH:21]=1.C(Cl)Cl, predict the reaction product. (7) Given the reactants [NH2:1][C:2]1[CH:7]=[C:6](Cl)[CH:5]=[CH:4][N:3]=1.[OH:9][C:10]1[CH:11]=[C:12]2[C:16](=[CH:17][CH:18]=1)[NH:15][CH:14]=[CH:13]2.[H-].[Na+].CS(C)=O, predict the reaction product. The product is: [NH2:1][C:2]1[CH:7]=[C:6]([O:9][C:10]2[CH:11]=[C:12]3[C:16](=[CH:17][CH:18]=2)[NH:15][CH:14]=[CH:13]3)[CH:5]=[CH:4][N:3]=1. (8) Given the reactants [O:1]1[C:5]2[CH:6]=[CH:7][CH:8]=[CH:9][C:4]=2[N:3]=[CH:2]1.Cl[C:11]1[CH:16]=[CH:15][CH:14]=[CH:13][CH:12]=1.CC([O-])(C)C.[K+].CN(C=O)C, predict the reaction product. The product is: [C:11]1([C:2]2[O:1][C:5]3[CH:6]=[CH:7][CH:8]=[CH:9][C:4]=3[N:3]=2)[CH:16]=[CH:15][CH:14]=[CH:13][CH:12]=1. (9) The product is: [Br:1][C:2]1[CH:3]=[CH:4][C:5]([N:8]2[CH2:13][CH2:12][N:11]([CH2:20][C:21]([F:24])([F:23])[F:22])[CH2:10][CH2:9]2)=[CH:6][CH:7]=1. Given the reactants [Br:1][C:2]1[CH:7]=[CH:6][C:5]([N:8]2[CH2:13][CH2:12][NH:11][CH2:10][CH2:9]2)=[CH:4][CH:3]=1.FC(F)(F)S(O[CH2:20][C:21]([F:24])([F:23])[F:22])(=O)=O.C(=O)([O-])[O-].[Cs+].[Cs+], predict the reaction product.